From a dataset of HIV replication inhibition screening data with 41,000+ compounds from the AIDS Antiviral Screen. Binary Classification. Given a drug SMILES string, predict its activity (active/inactive) in a high-throughput screening assay against a specified biological target. (1) The compound is CCOc1ccc(C=CC(=O)c2ccccc2)cc1. The result is 0 (inactive). (2) The drug is Nc1cnnc(S)c1S. The result is 0 (inactive).